The task is: Binary Classification. Given a miRNA mature sequence and a target amino acid sequence, predict their likelihood of interaction.. This data is from Experimentally validated miRNA-target interactions with 360,000+ pairs, plus equal number of negative samples. (1) The miRNA is hsa-miR-5190 with sequence CCAGUGACUGAGCUGGAGCCA. The protein sequence of the target gene is MVAWRSAFLVCLAFSLATLVQRGSGDFDDFNLEDAVKETSSVKQPWDHTTTTTTNRPGTTRAPAKPPGSGLDLADALDDQDDGRRKPGIGGRERWNHVTTTTKRPVTTRAPANTLGNDFDLADALDDRNDRDDGRRKPIAGGGGFSDKDLEDIVGGGEYKPDKGKGDGRYGSNDDPGSGMVAEPGTIAGVASALAMALIGAVSSYISYQQKKFCFSIQQGLNADYVKGENLEAVVCEEPQVKYSTLHTQSAEPPPPPEPARI. Result: 0 (no interaction). (2) The miRNA is mmu-miR-27a-3p with sequence UUCACAGUGGCUAAGUUCCGC. The protein sequence of the target gene is MTYLELLALLALQSVVTGATFPDETITEWSVNMYNHLRGTGEDENILFSPLSIALAMGMMELGAQGSTRKEIRHSMGYEGLKGGEEFSFLRDFSNMASAEENQYVMKLANSLFVQNGFHVNEEFLQMLKMYFNAEVNHVDFSQNVAVANSINKWVENYTNSLLKDLVSPEDFDGVTNLALINAVYFKGNWKSQFRPENTRTFSFTKDDESEVQIPMMYQQGEFYYGEFSDGSNEAGGIYQVLEIPYEGDEISMMLALSRQEVPLATLEPLLKAQLIEEWANSVKKQKVEVYLPRFTVEQE.... Result: 1 (interaction). (3) The miRNA is mmu-miR-3102-5p with sequence GUGAGUGGCCAGGGUGGGGCUG. The protein sequence of the target gene is MRSLPFFCRGQVVRGFGRGSKQLGIPTANFPEQVVDNLPADVSTGIYYGWASVGSGDVHKMVVSIGWNPYYKNVKKSMETHIIHTFKEDFYGEILNVAIVGYLRPEKNFDSLESLISAIQGDIEEAKKQLDLPEHLKLKDDNFFQVSKGKIMNGH. Result: 1 (interaction). (4) The miRNA is bta-miR-17-5p with sequence CAAAGUGCUUACAGUGCAGGUAGU. The protein sequence of the target gene is MTGLYELVWRVLHALLCLHLTLTSWLRVRFGTWNWIWRRCCRAASAAVLAPLGFTLRKPRAVGRNRRHHRHPHGGPGPGPGPAATHPRLRWRADVRSLQKLPVHMGLLVTEEVQEPSFSDIASLVVWCMAVGISYISVYDHQGIFKRNNSRLMDEILKQQQELLGQDCSKYSAEFANSNDKDDQDLNCPSAVKVLSPEDGKADIVRAAQDFCQLVAQQQRKPTDLDVDLLGSLLSSHGFPDPDLVLKFGPVDSTLGFLPWQIRLTEIVSLPSHLNISYEDFFSALRQYAACEQRLGK. Result: 0 (no interaction). (5) The miRNA is cel-miR-787-3p with sequence UAAGCUCGUUUUAGUAUCUUUCG. The protein sequence of the target gene is MVLPPPDRRHVCLTTLVIMGSMAVMDAYLVEQNQGPRKIGVCIIVLVGDVCFLLVLRYVAVWVGAEVRTAKRGYAMILWFLYIFVLEIKLYFIFQNYKAARRGAADPVARKALTLLLSVCVPGLFLLLVALDRMEYVRTFRKREDLRGRLFWVALDLLDLLDMQASLWEPPRSGLPLWAEGLTFFYCYMLLLVLPCVALSEVSMQGEHIAPQKMMLYPVLSLATVNVVAVLARAANMALFRDSRVSAIFVGKNVVALATKACTFLEYRRQVRDFPPPALSLELQPPPPQRNSVPPPPPPL.... Result: 0 (no interaction). (6) The miRNA is mmu-miR-7078-3p with sequence UACUUUUUUUAUCAUCCACAG. The protein sequence of the target gene is MGKVWKQQMYPQYATYYYPQYLQAKQSLVPAHPMAPPSPSTTSSNNNSSSSSNSGWDQLSKTNLYIRGLPPHTTDQDLVKLCQPYGKIVSTKAILDKTTNKCKGYGFVDFDSPAAAQKAVSALKASGVQAQMAKQQEQDPTNLYISNLPLSMDEQELENMLKPFGQVISTRILRDSSGTSRGVGFARMESTEKCEAVIGHFNGKFIKTPPGVSAPTEPLLCKFADGGQKKRQNPNKYIPNGRPWHREGEVRLAGMTLTYDPTTAAIQNGFYPSPYSIATNRMITQTSITPYIASPVSAYQ.... Result: 0 (no interaction). (7) The miRNA is hsa-miR-1231 with sequence GUGUCUGGGCGGACAGCUGC. The protein sequence of the target gene is MDALNRNQIGPGCQTQTMVQKGPLDLIETGKGLKVQTDKPHLVSLGSGRLSTAITLLPLEEGRTVIGSAARDISLQGPGLAPEHCYIENLRGTLTLYPCGNACTIDGLPVRQPTRLTQGCMLCLGQSTFLRFNHPAEAKWMKSMIPAGGRAPGPPYSPVPAESESLVNGNHTPQTATRGPSACASHSSLVSSIEKDLQEIMDSLVLEEPGAAGKKPAATSPLSPMANGGRYLLSPPTSPGAMSVGSSYENTSPAFSPLSSPASSGSCASHSPSGQEPGPSVPPLVPARSSSYHLALQPPQ.... Result: 0 (no interaction).